This data is from Reaction yield outcomes from USPTO patents with 853,638 reactions. The task is: Predict the reaction yield, written as a fraction of the theoretical maximum amount of product (1.0 means a 100% yield; for example, 0.34 means a 34% yield). (1) The reactants are Br[C:2]1[CH:7]=[CH:6][C:5]([N:8]2[C:20]3[CH:19]=[CH:18][CH:17]=[CH:16][C:15]=3[C:14]3[C:9]2=[CH:10][CH:11]=[CH:12][CH:13]=3)=[CH:4][CH:3]=1.C([Li])CCC.[B:26](OC)([O:29]C)[O:27]C.Cl. The catalyst is O1CCCC1. The product is [CH:10]1[C:9]2[N:8]([C:5]3[CH:4]=[CH:3][C:2]([B:26]([OH:29])[OH:27])=[CH:7][CH:6]=3)[C:20]3[C:15](=[CH:16][CH:17]=[CH:18][CH:19]=3)[C:14]=2[CH:13]=[CH:12][CH:11]=1. The yield is 0.659. (2) The product is [C:1]([O:5][C:6](=[O:26])[C:7]1[CH:12]=[CH:11][C:10]([N:31]2[CH2:32][CH2:33][N:28]([CH3:27])[CH2:29][CH2:30]2)=[CH:9][C:8]=1[N:14]([C@@H:21]([CH3:25])[CH2:22][O:23][CH3:24])[C:15](=[O:20])[C:16]([F:19])([F:18])[F:17])([CH3:4])([CH3:3])[CH3:2]. The reactants are [C:1]([O:5][C:6](=[O:26])[C:7]1[CH:12]=[CH:11][C:10](F)=[CH:9][C:8]=1[N:14]([C@@H:21]([CH3:25])[CH2:22][O:23][CH3:24])[C:15](=[O:20])[C:16]([F:19])([F:18])[F:17])([CH3:4])([CH3:3])[CH3:2].[CH3:27][N:28]1[CH2:33][CH2:32][NH:31][CH2:30][CH2:29]1. The yield is 0.840. The catalyst is O1CCCC1. (3) The reactants are [Cl:1][C:2]1[CH:7]=[CH:6][C:5]([CH:8]2[CH2:13][CH2:12][CH:11](C(O)=O)[CH2:10][CH2:9]2)=[CH:4][CH:3]=1.C([N:19]([CH2:22]C)CC)C.P(N=[N+]=[N-])(=O)(OC1C=CC=CC=1)[O:25]C1C=CC=CC=1.[C:43]([OH:47])([CH3:46])([CH3:45])[CH3:44]. The catalyst is CCOC(C)=O. The product is [Cl:1][C:2]1[CH:3]=[CH:4][C:5]([CH:8]2[CH2:9][CH2:10][CH:11]([NH:19][C:22](=[O:25])[O:47][C:43]([CH3:46])([CH3:45])[CH3:44])[CH2:12][CH2:13]2)=[CH:6][CH:7]=1. The yield is 0.570. (4) The reactants are Br[C:2]1[CH:3]=[CH:4][C:5]([C:8]([F:11])([F:10])[F:9])=[N:6][CH:7]=1.[CH2:12](C([Sn])=C(CCCC)CCCC)[CH2:13]CC. The catalyst is CN(C=O)C.C1COCC1.O.C1C=CC([P]([Pd]([P](C2C=CC=CC=2)(C2C=CC=CC=2)C2C=CC=CC=2)([P](C2C=CC=CC=2)(C2C=CC=CC=2)C2C=CC=CC=2)[P](C2C=CC=CC=2)(C2C=CC=CC=2)C2C=CC=CC=2)(C2C=CC=CC=2)C2C=CC=CC=2)=CC=1. The product is [F:9][C:8]([F:11])([F:10])[C:5]1[CH:4]=[CH:3][C:2]([CH:12]=[CH2:13])=[CH:7][N:6]=1. The yield is 0.520. (5) The reactants are [N:1]1([CH2:7][CH2:8][O:9][C:10]2[CH:15]=[CH:14][C:13]([NH2:16])=[CH:12][CH:11]=2)[CH2:6][CH2:5][O:4][CH2:3][CH2:2]1.N([O-])=O.[Na+].[CH3:21][CH:22](C(C)=O)[C:23]([O:25][CH2:26][CH3:27])=[O:24].CC([O-])=O.[Na+].C([O-])([O-])=O.[Na+].[Na+]. The catalyst is O.Cl.CCO. The product is [CH2:26]([O:25][C:23]([C:22]1[NH:16][C:13]2[C:14]([CH:21]=1)=[CH:15][C:10]([O:9][CH2:8][CH2:7][N:1]1[CH2:6][CH2:5][O:4][CH2:3][CH2:2]1)=[CH:11][CH:12]=2)=[O:24])[CH3:27]. The yield is 0.710. (6) The reactants are [NH2:1][C:2]1[CH:3]=[CH:4][CH:5]=[C:6]2[C:11]=1[N:10]=[CH:9][CH:8]=[CH:7]2.[C:12]1([CH3:22])[C:13]([S:18](Cl)(=[O:20])=[O:19])=[CH:14][CH:15]=[CH:16][CH:17]=1. The catalyst is CN(C1C=CN=CC=1)C.CCCCCC. The product is [CH3:22][C:12]1[CH:17]=[CH:16][CH:15]=[CH:14][C:13]=1[S:18]([NH:1][C:2]1[CH:3]=[CH:4][CH:5]=[C:6]2[C:11]=1[N:10]=[CH:9][CH:8]=[CH:7]2)(=[O:20])=[O:19]. The yield is 0.600. (7) The reactants are [C:1]1(=[C:8]([C:24]2[CH:29]=[CH:28][CH:27]=[C:26]([OH:30])[CH:25]=2)[C:9]2[CH:14]=[CH:13][C:12](/[CH:15]=[CH:16]/[C:17]([O:19]C(C)(C)C)=[O:18])=[CH:11][CH:10]=2)[CH2:7][CH2:6][CH2:5][CH2:4][CH2:3][CH2:2]1.C(O)(C(F)(F)F)=O. The catalyst is C(Cl)Cl. The product is [C:1]1(=[C:8]([C:24]2[CH:29]=[CH:28][CH:27]=[C:26]([OH:30])[CH:25]=2)[C:9]2[CH:14]=[CH:13][C:12](/[CH:15]=[CH:16]/[C:17]([OH:19])=[O:18])=[CH:11][CH:10]=2)[CH2:7][CH2:6][CH2:5][CH2:4][CH2:3][CH2:2]1. The yield is 0.900.